From a dataset of Forward reaction prediction with 1.9M reactions from USPTO patents (1976-2016). Predict the product of the given reaction. (1) Given the reactants [C:1]1([CH:14]=CC=CN=1)[S:2][S:3][C:4]1[CH:9]=[CH:8][CH:7]=[CH:6][N:5]=1.C(O)(=[O:17])C.SC(O)C, predict the reaction product. The product is: [OH:17][CH2:14][CH2:1][S:2][S:3][C:4]1[CH:9]=[CH:8][CH:7]=[CH:6][N:5]=1. (2) Given the reactants [N:1]1[C:10]2[C:5](=[CH:6][CH:7]=[CH:8][CH:9]=2)[CH:4]=[CH:3][C:2]=1[CH2:11][C:12]#[N:13].N.O.C(Cl)Cl, predict the reaction product. The product is: [N:1]1[C:10]2[C:5](=[CH:6][CH:7]=[CH:8][CH:9]=2)[CH:4]=[CH:3][C:2]=1[CH2:11][CH2:12][NH2:13]. (3) Given the reactants [CH3:1][O:2][C:3]1[CH:4]=[C:5]2[C:10](=[CH:11][C:12]=1[O:13][CH3:14])[N:9]=[CH:8][CH:7]=[C:6]2[O:15][C:16]1[CH:22]=[CH:21][C:19]([NH2:20])=[C:18]([CH3:23])[C:17]=1[CH3:24].Cl[C:26](Cl)([O:28]C(=O)OC(Cl)(Cl)Cl)Cl.[CH2:37]([N:39]([CH2:47][CH3:48])[CH2:40][CH2:41][CH:42]([OH:46])[CH2:43][CH2:44][CH3:45])[CH3:38].C(=O)(O)[O-].[Na+], predict the reaction product. The product is: [CH3:1][O:2][C:3]1[CH:4]=[C:5]2[C:10](=[CH:11][C:12]=1[O:13][CH3:14])[N:9]=[CH:8][CH:7]=[C:6]2[O:15][C:16]1[CH:22]=[CH:21][C:19]([NH:20][C:26](=[O:28])[O:46][CH:42]([CH2:41][CH2:40][N:39]([CH2:37][CH3:38])[CH2:47][CH3:48])[CH2:43][CH2:44][CH3:45])=[C:18]([CH3:23])[C:17]=1[CH3:24]. (4) Given the reactants [CH3:1][C:2]1[O:6][C:5]([CH2:7][CH2:8][NH2:9])=[CH:4][CH:3]=1.[C:10](OC(=O)C)(=[O:12])[CH3:11], predict the reaction product. The product is: [CH3:1][C:2]1[O:6][C:5]([CH2:7][CH2:8][NH:9][C:10](=[O:12])[CH3:11])=[CH:4][CH:3]=1. (5) Given the reactants [CH3:1][O:2][C:3]1[CH:4]=[CH:5][C:6]2[NH:12][C:11](=[O:13])[N:10]([CH:14]3[CH2:19][CH2:18][NH:17][CH2:16][CH2:15]3)[CH2:9][CH2:8][C:7]=2[CH:20]=1.Cl[C:22]1[N:27]=[CH:26][N:25]=[C:24]([C:28]([C:30]2[CH:31]=[C:32]3[C:36](=[C:37]([CH3:39])[CH:38]=2)[N:35]([CH3:40])[N:34]=[CH:33]3)=[O:29])[CH:23]=1, predict the reaction product. The product is: [CH3:40][N:35]1[C:36]2[C:32](=[CH:31][C:30]([C:28]([C:24]3[N:25]=[CH:26][N:27]=[C:22]([N:17]4[CH2:18][CH2:19][CH:14]([N:10]5[CH2:9][CH2:8][C:7]6[CH:20]=[C:3]([O:2][CH3:1])[CH:4]=[CH:5][C:6]=6[NH:12][C:11]5=[O:13])[CH2:15][CH2:16]4)[CH:23]=3)=[O:29])=[CH:38][C:37]=2[CH3:39])[CH:33]=[N:34]1.